From a dataset of Catalyst prediction with 721,799 reactions and 888 catalyst types from USPTO. Predict which catalyst facilitates the given reaction. (1) Reactant: [Cl:1][C:2]1[CH:7]=[CH:6][C:5]([C:8]2[O:12][N:11]=[C:10]([C:13]3[CH:14]=[C:15]([CH:20]=[CH:21][CH:22]=3)[C:16]([O:18]C)=[O:17])[CH:9]=2)=[CH:4][CH:3]=1.[OH-].[Na+].O1CCCC1.Cl. Product: [Cl:1][C:2]1[CH:3]=[CH:4][C:5]([C:8]2[O:12][N:11]=[C:10]([C:13]3[CH:14]=[C:15]([CH:20]=[CH:21][CH:22]=3)[C:16]([OH:18])=[O:17])[CH:9]=2)=[CH:6][CH:7]=1. The catalyst class is: 72. (2) Reactant: [CH3:1][O:2][C:3](=[O:13])[CH2:4][C:5]1[CH:10]=[CH:9][C:8]([Cl:11])=[C:7]([Cl:12])[CH:6]=1.[H-].[Na+].Br[CH2:17]COC1CCCCO1. Product: [Cl:12][C:7]1[CH:6]=[C:5]([CH:4]2[CH2:17][CH2:1][O:2][C:3]2=[O:13])[CH:10]=[CH:9][C:8]=1[Cl:11]. The catalyst class is: 3. (3) Reactant: [OH:1][C:2]1[CH:11]=[CH:10][C:9]([N:12]([CH2:33][C:34]2[CH:39]=[CH:38][C:37]([N:40]3[CH2:45][CH2:44][CH2:43][CH2:42][CH2:41]3)=[CH:36][CH:35]=2)[C:13](=[O:32])[CH2:14][N:15]([CH3:31])[S:16]([C:19]2[CH:24]=[CH:23][C:22]([C:25]3[CH:30]=[CH:29][CH:28]=[CH:27][CH:26]=3)=[CH:21][CH:20]=2)(=[O:18])=[O:17])=[CH:8][C:3]=1[C:4]([O:6]C)=[O:5].C(N(C1C=CC(O)=C(C=1)C(O)=O)C(=O)CN(CC1C=CC=CC=1)S(C1C=CC(C)=CC=1)(=O)=O)C1C=CC=CC=1.C(#N)C. Product: [OH:1][C:2]1[CH:11]=[CH:10][C:9]([N:12]([CH2:33][C:34]2[CH:35]=[CH:36][C:37]([N:40]3[CH2:41][CH2:42][CH2:43][CH2:44][CH2:45]3)=[CH:38][CH:39]=2)[C:13](=[O:32])[CH2:14][N:15]([CH3:31])[S:16]([C:19]2[CH:20]=[CH:21][C:22]([C:25]3[CH:30]=[CH:29][CH:28]=[CH:27][CH:26]=3)=[CH:23][CH:24]=2)(=[O:18])=[O:17])=[CH:8][C:3]=1[C:4]([OH:6])=[O:5]. The catalyst class is: 6. (4) Product: [Cl-:32].[CH3:28][NH2+:25][O:31][CH3:30].[CH2:1]([N:4]([CH2:22][C:23]1[CH:27]=[CH:26][N:25]([CH3:28])[N:24]=1)[C:5]1[C:9]([C:10]([N:37]([O:33][CH3:29])[CH3:36])=[O:11])=[CH:8][N:7]([CH2:13][C:14]2[CH:19]=[CH:18][C:17]([O:20][CH3:21])=[CH:16][CH:15]=2)[N:6]=1)[CH:2]=[CH2:3]. Reactant: [CH2:1]([N:4]([CH2:22][C:23]1[CH:27]=[CH:26][N:25]([CH3:28])[N:24]=1)[C:5]1[C:9]([C:10](O)=[O:11])=[CH:8][N:7]([CH2:13][C:14]2[CH:19]=[CH:18][C:17]([O:20][CH3:21])=[CH:16][CH:15]=2)[N:6]=1)[CH:2]=[CH2:3].[C:29](Cl)(=[O:33])[C:30]([Cl:32])=[O:31].C[CH2:36][N:37](CC)CC. The catalyst class is: 3. (5) Reactant: [CH2:1]([NH:3][C:4](=[O:15])[C:5]1[CH:10]=[CH:9][C:8]([N+:11]([O-:13])=[O:12])=[C:7]([OH:14])[CH:6]=1)[CH3:2].[CH2:16](Br)[CH3:17].C(=O)([O-])[O-].[K+].[K+]. Product: [CH2:16]([O:14][C:7]1[CH:6]=[C:5]([CH:10]=[CH:9][C:8]=1[N+:11]([O-:13])=[O:12])[C:4]([NH:3][CH2:1][CH3:2])=[O:15])[CH3:17]. The catalyst class is: 21. (6) Product: [O:17]1[C:18]2[CH:23]=[CH:22][CH:21]=[CH:20][C:19]=2[C:15]([O:14][CH:11]2[CH2:10][CH2:9][N:8]([CH2:6][CH:32]([OH:31])[CH2:34][N:35]3[C:43]4[CH2:42][CH2:41][N:40]([C:44](=[O:46])[CH3:45])[CH2:39][C:38]=4[C:37]([C:47]4[CH:52]=[CH:51][C:50]([C:53]([F:56])([F:55])[F:54])=[CH:49][CH:48]=4)=[N:36]3)[CH2:13][CH2:12]2)=[N:16]1. Reactant: C(O[C:6]([N:8]1[CH2:13][CH2:12][CH:11]([O:14][C:15]2[C:19]3[CH:20]=[CH:21][CH:22]=[CH:23][C:18]=3[O:17][N:16]=2)[CH2:10][CH2:9]1)=O)(C)(C)C.FC(F)(F)C(O)=O.[O:31]1C[CH:32]1[CH2:34][N:35]1[C:43]2[CH2:42][CH2:41][N:40]([C:44](=[O:46])[CH3:45])[CH2:39][C:38]=2[C:37]([C:47]2[CH:52]=[CH:51][C:50]([C:53]([F:56])([F:55])[F:54])=[CH:49][CH:48]=2)=[N:36]1. The catalyst class is: 2. (7) Reactant: [C:1](#[N:5])[CH2:2][C:3]#[N:4].CC(O)=O.N[C:11]1[CH:16]=[CH:15][CH:14]=[CH:13][C:12]=1[OH:17]. Product: [O:17]1[C:12]2[CH:13]=[CH:14][CH:15]=[CH:16][C:11]=2[N:4]=[C:3]1[CH2:2][C:1]#[N:5]. The catalyst class is: 8. (8) Reactant: [Cl:1][C:2]1[CH:3]=[CH:4][C:5]([O:23][CH2:24][C:25]2[CH:30]=C[CH:28]=[CH:27][CH:26]=2)=[C:6]([C:8]2[N:9]([C:14]3[CH:15]=[C:16]([CH:20]=[CH:21][CH:22]=3)[C:17]([OH:19])=O)[C:10]([CH3:13])=[CH:11][CH:12]=2)[CH:7]=1.[CH3:31][CH2:32][N:33]=C=NCCCN(C)C.[CH:42]1[CH:43]=[CH:44][C:45]2N(O)N=N[C:46]=2[CH:47]=1.[CH2:52](Cl)Cl. Product: [Cl:1][C:2]1[CH:3]=[CH:4][C:5]([O:23][CH2:24][C:25]2[CH:30]=[CH:52][CH:28]=[CH:27][CH:26]=2)=[C:6]([C:8]2[N:9]([C:14]3[CH:15]=[C:16]([CH:20]=[CH:21][CH:22]=3)[C:17]([NH:33][C@@H:32]([C:46]3[CH:45]=[CH:44][CH:43]=[CH:42][CH:47]=3)[CH3:31])=[O:19])[C:10]([CH3:13])=[CH:11][CH:12]=2)[CH:7]=1. The catalyst class is: 13. (9) Reactant: [CH3:1][S:2]([C:5]1[CH:13]=[C:12]2[C:8]([CH:9]=[CH:10][NH:11]2)=[CH:7][CH:6]=1)(=[O:4])=[O:3].CC(C)([O-])C.[K+].[NH2:20]Cl. Product: [CH3:1][S:2]([C:5]1[CH:13]=[C:12]2[C:8]([CH:9]=[CH:10][N:11]2[NH2:20])=[CH:7][CH:6]=1)(=[O:4])=[O:3]. The catalyst class is: 215.